Dataset: NCI-60 drug combinations with 297,098 pairs across 59 cell lines. Task: Regression. Given two drug SMILES strings and cell line genomic features, predict the synergy score measuring deviation from expected non-interaction effect. (1) Drug 1: CC1C(C(CC(O1)OC2CC(CC3=C2C(=C4C(=C3O)C(=O)C5=C(C4=O)C(=CC=C5)OC)O)(C(=O)C)O)N)O.Cl. Drug 2: C1CC(=O)NC(=O)C1N2C(=O)C3=CC=CC=C3C2=O. Cell line: NCI-H226. Synergy scores: CSS=13.3, Synergy_ZIP=-3.24, Synergy_Bliss=2.85, Synergy_Loewe=-16.2, Synergy_HSA=1.64. (2) Drug 1: CN1C(=O)N2C=NC(=C2N=N1)C(=O)N. Synergy scores: CSS=-1.86, Synergy_ZIP=2.75, Synergy_Bliss=1.36, Synergy_Loewe=-3.47, Synergy_HSA=-3.68. Cell line: NCI/ADR-RES. Drug 2: CC12CCC3C(C1CCC2OP(=O)(O)O)CCC4=C3C=CC(=C4)OC(=O)N(CCCl)CCCl.[Na+].